Dataset: NCI-60 drug combinations with 297,098 pairs across 59 cell lines. Task: Regression. Given two drug SMILES strings and cell line genomic features, predict the synergy score measuring deviation from expected non-interaction effect. (1) Drug 1: CC1C(C(=O)NC(C(=O)N2CCCC2C(=O)N(CC(=O)N(C(C(=O)O1)C(C)C)C)C)C(C)C)NC(=O)C3=C4C(=C(C=C3)C)OC5=C(C(=O)C(=C(C5=N4)C(=O)NC6C(OC(=O)C(N(C(=O)CN(C(=O)C7CCCN7C(=O)C(NC6=O)C(C)C)C)C)C(C)C)C)N)C. Drug 2: C1=NNC2=C1C(=O)NC=N2. Cell line: IGROV1. Synergy scores: CSS=11.7, Synergy_ZIP=-3.80, Synergy_Bliss=-2.27, Synergy_Loewe=-13.5, Synergy_HSA=-2.69. (2) Drug 1: CNC(=O)C1=NC=CC(=C1)OC2=CC=C(C=C2)NC(=O)NC3=CC(=C(C=C3)Cl)C(F)(F)F. Drug 2: C(CCl)NC(=O)N(CCCl)N=O. Cell line: SN12C. Synergy scores: CSS=-4.47, Synergy_ZIP=2.42, Synergy_Bliss=-3.55, Synergy_Loewe=-14.5, Synergy_HSA=-12.2. (3) Drug 1: CNC(=O)C1=CC=CC=C1SC2=CC3=C(C=C2)C(=NN3)C=CC4=CC=CC=N4. Drug 2: C1=CC(=CC=C1CC(C(=O)O)N)N(CCCl)CCCl.Cl. Cell line: KM12. Synergy scores: CSS=22.7, Synergy_ZIP=-4.55, Synergy_Bliss=-3.30, Synergy_Loewe=-1.98, Synergy_HSA=-1.79.